Dataset: Catalyst prediction with 721,799 reactions and 888 catalyst types from USPTO. Task: Predict which catalyst facilitates the given reaction. (1) Reactant: [C:1]([O:5][C:6]([NH:8][CH2:9][C:10]1[S:11][CH:12]=[C:13]([C:15]([OH:17])=O)[N:14]=1)=[O:7])([CH3:4])([CH3:3])[CH3:2].Cl.[NH2:19][C:20]([CH3:26])([CH3:25])[C:21]([O:23][CH3:24])=[O:22].C(N(CC)CC)C.C(N=C=NCCCN(C)C)C.OC1C2N=NNC=2C=CC=1. Product: [C:1]([O:5][C:6]([NH:8][CH2:9][C:10]1[S:11][CH:12]=[C:13]([C:15]([NH:19][C:20]([CH3:26])([CH3:25])[C:21]([O:23][CH3:24])=[O:22])=[O:17])[N:14]=1)=[O:7])([CH3:2])([CH3:3])[CH3:4]. The catalyst class is: 2. (2) Reactant: [Na].[O:2]([CH2:9][C:10](=[O:12])[CH3:11])[C:3]1[CH:8]=[CH:7][CH:6]=[CH:5][CH:4]=1.[C:13](OCC)(=[O:19])[C:14]([O:16][CH2:17][CH3:18])=[O:15]. Product: [O:19]=[C:13]([CH2:11][C:10](=[O:12])[CH2:9][O:2][C:3]1[CH:8]=[CH:7][CH:6]=[CH:5][CH:4]=1)[C:14]([O:16][CH2:17][CH3:18])=[O:15]. The catalyst class is: 14. (3) Reactant: [CH2:1]([O:3][C:4](=[O:41])[C:5]([CH3:40])([O:33][C:34]1[CH:39]=[CH:38][CH:37]=[CH:36][CH:35]=1)[CH2:6][C:7]1[CH:12]=[CH:11][C:10]([O:13][CH2:14][CH2:15][CH:16]2[CH2:20][N:19]([CH2:21][C:22]3[CH:27]=[CH:26][C:25]([C:28]([F:31])([F:30])[F:29])=[CH:24][CH:23]=3)[C:18](=[O:32])[NH:17]2)=[CH:9][CH:8]=1)[CH3:2].[H-].[Na+].I[CH3:45]. Product: [CH2:1]([O:3][C:4](=[O:41])[C:5]([CH3:40])([O:33][C:34]1[CH:39]=[CH:38][CH:37]=[CH:36][CH:35]=1)[CH2:6][C:7]1[CH:12]=[CH:11][C:10]([O:13][CH2:14][CH2:15][CH:16]2[CH2:20][N:19]([CH2:21][C:22]3[CH:27]=[CH:26][C:25]([C:28]([F:29])([F:30])[F:31])=[CH:24][CH:23]=3)[C:18](=[O:32])[N:17]2[CH3:45])=[CH:9][CH:8]=1)[CH3:2]. The catalyst class is: 39. (4) Reactant: [H-].[Na+].[OH:3][CH:4]1[CH2:7][N:6]([C:8]([O:10][C:11]([CH3:14])([CH3:13])[CH3:12])=[O:9])[CH2:5]1.Br[CH2:16][CH2:17][O:18][CH2:19][C:20]1[CH:25]=[CH:24][CH:23]=[CH:22][CH:21]=1. Product: [CH2:19]([O:18][CH2:17][CH2:16][O:3][CH:4]1[CH2:5][N:6]([C:8]([O:10][C:11]([CH3:14])([CH3:13])[CH3:12])=[O:9])[CH2:7]1)[C:20]1[CH:25]=[CH:24][CH:23]=[CH:22][CH:21]=1. The catalyst class is: 18. (5) Reactant: N([CH:4]([NH2:13])[C:5]1[CH:10]=[CH:9][C:8]([Br:11])=[CH:7][C:6]=1[F:12])=[N+]=[N-].[C:14]1(P(C2C=CC=CC=2)C2C=CC=CC=2)C=CC=CC=1.Cl. Product: [F:12][C:6]1[CH:7]=[C:8]([Br:11])[CH:9]=[CH:10][C:5]=1[CH:4]([NH2:13])[CH3:14]. The catalyst class is: 1. (6) Reactant: [C:1]1([C:7]2[C:16]([N:17]3[CH2:22][CH2:21][NH:20][CH2:19][CH2:18]3)=[N:15][C:14]3[C:9](=[CH:10][CH:11]=[C:12]([C:23]([O:25]C)=[O:24])[CH:13]=3)[N:8]=2)[CH:6]=[CH:5][CH:4]=[CH:3][CH:2]=1.[OH-].[Na+]. Product: [C:1]1([C:7]2[C:16]([N:17]3[CH2:18][CH2:19][NH:20][CH2:21][CH2:22]3)=[N:15][C:14]3[C:9](=[CH:10][CH:11]=[C:12]([C:23]([OH:25])=[O:24])[CH:13]=3)[N:8]=2)[CH:2]=[CH:3][CH:4]=[CH:5][CH:6]=1. The catalyst class is: 87. (7) Reactant: [Br:1][C:2]1[CH:3]=[C:4]([CH:8]=[CH:9][C:10]=1[CH3:11])[C:5]([OH:7])=O.C(Cl)(=O)C(Cl)=O.[CH3:18][C@@H:19]([NH2:26])[C:20]1[CH:25]=[CH:24][CH:23]=[CH:22][CH:21]=1.BrC1C=C(C=CC=1C)C(Cl)=O. Product: [C:20]1([C@H:19]([NH:26][C:5]([C:4]2[CH:8]=[CH:9][C:10]([CH3:11])=[C:2]([Br:1])[CH:3]=2)=[O:7])[CH3:18])[CH:25]=[CH:24][CH:23]=[CH:22][CH:21]=1. The catalyst class is: 59. (8) Reactant: [CH3:1][O:2][C:3](=[O:24])[CH2:4][O:5][C:6]1([C:18]2[CH:23]=[CH:22][CH:21]=[CH:20][CH:19]=2)[CH2:10][CH2:9][N:8](C(OC(C)(C)C)=O)[CH2:7]1.Cl. Product: [C:18]1([C:6]2([O:5][CH2:4][C:3]([O:2][CH3:1])=[O:24])[CH2:10][CH2:9][NH:8][CH2:7]2)[CH:19]=[CH:20][CH:21]=[CH:22][CH:23]=1. The catalyst class is: 12. (9) Reactant: [CH2:1]([O:8][C:9]([N:11]1[CH2:15][C@@H:14](OS(C)(=O)=O)[C@H:13]2[O:21][CH2:22][C:23]([O:26][CH3:27])([O:24][CH3:25])[C@@H:12]12)=[O:10])[C:2]1[CH:7]=[CH:6][CH:5]=[CH:4][CH:3]=1.[Cl-:28].[Li+]. Product: [CH2:1]([O:8][C:9]([N:11]1[CH2:15][C@H:14]([Cl:28])[C@H:13]2[O:21][CH2:22][C:23]([O:26][CH3:27])([O:24][CH3:25])[C@@H:12]12)=[O:10])[C:2]1[CH:7]=[CH:6][CH:5]=[CH:4][CH:3]=1. The catalyst class is: 3.